From a dataset of NCI-60 drug combinations with 297,098 pairs across 59 cell lines. Regression. Given two drug SMILES strings and cell line genomic features, predict the synergy score measuring deviation from expected non-interaction effect. Drug 1: CC(CN1CC(=O)NC(=O)C1)N2CC(=O)NC(=O)C2. Drug 2: CCC1(CC2CC(C3=C(CCN(C2)C1)C4=CC=CC=C4N3)(C5=C(C=C6C(=C5)C78CCN9C7C(C=CC9)(C(C(C8N6C)(C(=O)OC)O)OC(=O)C)CC)OC)C(=O)OC)O.OS(=O)(=O)O. Cell line: EKVX. Synergy scores: CSS=36.7, Synergy_ZIP=-1.75, Synergy_Bliss=-1.61, Synergy_Loewe=-13.8, Synergy_HSA=0.660.